From a dataset of Reaction yield outcomes from USPTO patents with 853,638 reactions. Predict the reaction yield, written as a fraction of the theoretical maximum amount of product (1.0 means a 100% yield; for example, 0.34 means a 34% yield). (1) The reactants are [CH:1]1([NH:4][C:5]([C:7]2[N:8]=[N:9][N:10]([C:15]3[CH:20]=[CH:19][C:18]([NH:21][C:22](=[O:32])[CH2:23][NH:24]C(=O)OC(C)(C)C)=[CH:17][CH:16]=3)[C:11]=2[CH2:12][CH2:13][CH3:14])=[O:6])[CH2:3][CH2:2]1.Cl. The catalyst is C(O)C.C(O)(C)C. The product is [CH:1]1([NH:4][C:5]([C:7]2[N:8]=[N:9][N:10]([C:15]3[CH:16]=[CH:17][C:18]([NH:21][C:22](=[O:32])[CH2:23][NH2:24])=[CH:19][CH:20]=3)[C:11]=2[CH2:12][CH2:13][CH3:14])=[O:6])[CH2:2][CH2:3]1. The yield is 1.00. (2) The reactants are [CH3:1][O:2][C:3]1[CH:10]=[CH:9][C:6]([CH2:7][OH:8])=[CH:5][CH:4]=1.[H-].[Na+].[Cl:13][C:14]1[CH:19]=[C:18](Cl)[N:17]=[C:16]([S:21][CH3:22])[N:15]=1.O. The catalyst is CN(C=O)C.C1COCC1. The product is [Cl:13][C:14]1[CH:19]=[C:18]([O:8][CH2:7][C:6]2[CH:9]=[CH:10][C:3]([O:2][CH3:1])=[CH:4][CH:5]=2)[N:17]=[C:16]([S:21][CH3:22])[N:15]=1. The yield is 0.610. (3) The reactants are C([O-])([O-])=O.[K+].[K+].F[C:8]1[CH:15]=[CH:14][C:11]([CH:12]=[O:13])=[CH:10][CH:9]=1.[Br:16][C:17]1[CH:18]=[C:19]([CH:23]=[CH:24][C:25]=1[OH:26])[C:20]([NH2:22])=[O:21]. The catalyst is CN(C=O)C. The product is [Br:16][C:17]1[CH:18]=[C:19]([CH:23]=[CH:24][C:25]=1[O:26][C:8]1[CH:15]=[CH:14][C:11]([CH:12]=[O:13])=[CH:10][CH:9]=1)[C:20]([NH2:22])=[O:21]. The yield is 0.580. (4) The reactants are [Cl:1][C:2]1[CH:7]=[CH:6][CH:5]=[CH:4][C:3]=1[C:8]([N:10]=[C:11]=[S:12])=[O:9].[CH3:13][O:14][C:15]1[CH:16]=[C:17]2[C:22](=[CH:23][C:24]=1[O:25][CH3:26])[N:21]=[CH:20][CH:19]=[C:18]2[O:27][C:28]1[CH:34]=[CH:33][C:31]([NH2:32])=[C:30]([CH3:35])[C:29]=1[CH3:36].C1(C)C=CC=CC=1. The catalyst is C(O)C. The product is [Cl:1][C:2]1[CH:7]=[CH:6][CH:5]=[CH:4][C:3]=1[C:8]([NH:10][C:11]([NH:32][C:31]1[CH:33]=[CH:34][C:28]([O:27][C:18]2[C:17]3[C:22](=[CH:23][C:24]([O:25][CH3:26])=[C:15]([O:14][CH3:13])[CH:16]=3)[N:21]=[CH:20][CH:19]=2)=[C:29]([CH3:36])[C:30]=1[CH3:35])=[S:12])=[O:9]. The yield is 0.850. (5) The reactants are [F:1][C:2]([F:18])([F:17])[C:3]([NH:5][C@@H:6]1[C:15]2[C:10](=[CH:11][CH:12]=[CH:13][CH:14]=2)[C:9](=[O:16])[CH2:8][CH2:7]1)=[O:4].C(N(CC)CC)C. The catalyst is CN(C=O)C. The product is [F:1][C:2]([F:17])([F:18])[C:3]([NH:5][C@@H:6]1[C:15]2[C:10](=[CH:11][CH:12]=[CH:13][CH:14]=2)[C@H:9]([OH:16])[CH2:8][CH2:7]1)=[O:4]. The yield is 0.880. (6) The reactants are [H-].[Na+].[CH2:3]([O:10][CH2:11][CH2:12][O:13][CH2:14][CH2:15][O:16][CH2:17][CH2:18][O:19][CH2:20][CH2:21][O:22][CH2:23][CH2:24][O:25][CH2:26][CH2:27][OH:28])[C:4]1[CH:9]=[CH:8][CH:7]=[CH:6][CH:5]=1.CS(O[CH2:34][CH2:35][CH2:36][CH2:37][CH2:38][C:39]([O:41][CH2:42][CH3:43])=[O:40])(=O)=O. The catalyst is C1(C)C=CC=CC=1. The product is [CH2:42]([O:41][C:39](=[O:40])[CH:38]([O:28][CH2:27][CH2:26][O:25][CH2:24][CH2:23][O:22][CH2:21][CH2:20][O:19][CH2:18][CH2:17][O:16][CH2:15][CH2:14][O:13][CH2:12][CH2:11][O:10][CH2:3][C:4]1[CH:5]=[CH:6][CH:7]=[CH:8][CH:9]=1)[CH2:37][CH2:36][CH2:35][CH3:34])[CH3:43]. The yield is 0.440. (7) The reactants are [CH:1]([O:4][C:5]([N:7]1[CH2:12][CH2:11][CH:10]([O:13][C:14]2[C:19]([CH3:20])=[C:18](Cl)[N:17]=[CH:16][N:15]=2)[CH2:9][CH2:8]1)=[O:6])([CH3:3])[CH3:2].C([Si](C)(C)[O:27][CH2:28][CH2:29][C:30]1[CH:35]=[CH:34][C:33]([OH:36])=[C:32]([F:37])[CH:31]=1)(C)(C)C.C([O-])([O-])=O.[K+].[K+].CCCC[N+](CCCC)(CCCC)CCCC.[F-]. The catalyst is CN(C=O)C.C1COCC1.O. The product is [CH:1]([O:4][C:5]([N:7]1[CH2:12][CH2:11][CH:10]([O:13][C:14]2[C:19]([CH3:20])=[C:18]([O:36][C:33]3[CH:34]=[CH:35][C:30]([CH2:29][CH2:28][OH:27])=[CH:31][C:32]=3[F:37])[N:17]=[CH:16][N:15]=2)[CH2:9][CH2:8]1)=[O:6])([CH3:3])[CH3:2]. The yield is 0.890.